The task is: Predict the product of the given reaction.. This data is from Forward reaction prediction with 1.9M reactions from USPTO patents (1976-2016). Given the reactants [Cl:1][C:2]1[CH:7]=[CH:6][C:5]([CH:8]([C:13]2[C:21]3[C:16](=[C:17](I)[CH:18]=[CH:19][CH:20]=3)[NH:15][N:14]=2)[CH2:9][CH2:10][C:11]#[N:12])=[C:4]([F:23])[CH:3]=1.[CH:24]1([S:27]([NH2:30])(=[O:29])=[O:28])[CH2:26][CH2:25]1.CNCC(O)=O.[O-]P([O-])([O-])=O.[K+].[K+].[K+], predict the reaction product. The product is: [Cl:1][C:2]1[CH:7]=[CH:6][C:5]([CH:8]([C:13]2[C:21]3[C:16](=[C:17]([NH:30][S:27]([CH:24]4[CH2:26][CH2:25]4)(=[O:29])=[O:28])[CH:18]=[CH:19][CH:20]=3)[NH:15][N:14]=2)[CH2:9][CH2:10][C:11]#[N:12])=[C:4]([F:23])[CH:3]=1.